From a dataset of Forward reaction prediction with 1.9M reactions from USPTO patents (1976-2016). Predict the product of the given reaction. (1) The product is: [CH2:1]([C:5]1[N:9]([C:10]2[CH:11]=[CH:12][CH:13]=[CH:14][CH:15]=2)[N:8]=[C:7]([C:16]([OH:18])=[O:17])[C:6]=1[C:21]1[CH:26]=[CH:25][C:24]([C:27](=[O:42])[NH:28][S:29]([C:32]2[CH:41]=[CH:40][C:39]3[C:34](=[CH:35][CH:36]=[CH:37][CH:38]=3)[CH:33]=2)(=[O:30])=[O:31])=[CH:23][C:22]=1[C:43]([N:45]1[CH2:54][CH2:53][C:52]2[C:47](=[CH:48][CH:49]=[CH:50][CH:51]=2)[CH2:46]1)=[O:44])[CH2:2][CH2:3][CH3:4]. Given the reactants [CH2:1]([C:5]1[N:9]([C:10]2[CH:15]=[CH:14][CH:13]=[CH:12][CH:11]=2)[N:8]=[C:7]([C:16]([O:18]CC)=[O:17])[C:6]=1[C:21]1[CH:26]=[CH:25][C:24]([C:27](=[O:42])[NH:28][S:29]([C:32]2[CH:41]=[CH:40][C:39]3[C:34](=[CH:35][CH:36]=[CH:37][CH:38]=3)[CH:33]=2)(=[O:31])=[O:30])=[CH:23][C:22]=1[C:43]([N:45]1[CH2:54][CH2:53][C:52]2[C:47](=[CH:48][CH:49]=[CH:50][CH:51]=2)[CH2:46]1)=[O:44])[CH2:2][CH2:3][CH3:4].[OH-].[Na+], predict the reaction product. (2) Given the reactants [C:1]([C:5]1[CH:10]=[CH:9][N:8]([CH2:11][C@H:12]2[CH2:16][CH2:15][CH2:14][O:13]2)[C:7](=[NH:17])[CH:6]=1)([CH3:4])([CH3:3])[CH3:2].[Cl:18][C:19]1[CH:20]=[CH:21][C:22]([O:28][CH3:29])=[C:23]([CH:27]=1)[C:24](Cl)=[O:25], predict the reaction product. The product is: [C:1]([C:5]1[CH:10]=[CH:9][N:8]([CH2:11][C@H:12]2[CH2:16][CH2:15][CH2:14][O:13]2)/[C:7](=[N:17]/[C:24](=[O:25])[C:23]2[CH:27]=[C:19]([Cl:18])[CH:20]=[CH:21][C:22]=2[O:28][CH3:29])/[CH:6]=1)([CH3:4])([CH3:2])[CH3:3].